The task is: Predict the reaction yield, written as a fraction of the theoretical maximum amount of product (1.0 means a 100% yield; for example, 0.34 means a 34% yield).. This data is from Reaction yield outcomes from USPTO patents with 853,638 reactions. (1) The reactants are S(Cl)(Cl)=O.[F:5][C:6]1[CH:11]=[C:10]([N+:12]([O-:14])=[O:13])[CH:9]=[CH:8][C:7]=1[CH2:15][CH2:16][CH2:17][C:18]([OH:20])=O.[CH3:21][N:22](C=O)[CH3:23]. No catalyst specified. The product is [F:5][C:6]1[CH:11]=[C:10]([N+:12]([O-:14])=[O:13])[CH:9]=[CH:8][C:7]=1[CH2:15][CH2:16][CH2:17][C:18]([N:22]([CH3:23])[CH3:21])=[O:20]. The yield is 0.870. (2) The yield is 0.471. The product is [CH2:20]([O:19][C:16]1[CH:17]=[CH:18][C:13]([C:10]2[CH:11]=[CH:12][C:7]([CH2:6][CH2:5][C:29]3([OH:66])[CH2:30][CH2:31][CH:32]([CH:36]4[CH2:41][CH2:40][CH:39]([CH2:42][CH2:43][CH3:44])[CH2:38][CH2:37]4)[CH2:33][O:34]3)=[C:8]([F:25])[C:9]=2[F:24])=[C:14]([F:23])[C:15]=1[F:22])[CH3:21]. No catalyst specified. The reactants are [Mg].II.Br[CH2:5][CH2:6][C:7]1[CH:12]=[CH:11][C:10]([C:13]2[CH:18]=[CH:17][C:16]([O:19][CH2:20][CH3:21])=[C:15]([F:22])[C:14]=2[F:23])=[C:9]([F:24])[C:8]=1[F:25].C([CH:29]1[O:34][C:33](=O)[CH:32]([C:36]2[CH:41]=[CH:40][C:39]([C:42]3C=CC(C4CCC(CCCCC)OC4)=[C:44](F)[C:43]=3F)=[C:38](F)[C:37]=2F)[CH2:31][CH2:30]1)CC.C1C[O:66]CC1. (3) The reactants are [CH3:1][C:2]1[CH:7]=[C:6]([C:8]2[CH:9]=[CH:10][C:11]3[N:17]4[CH2:18][C@H:14]([CH2:15][CH2:16]4)[NH:13][C:12]=3[N:19]=2)[CH:5]=[CH:4][N:3]=1.[C:20](OC(Cl)(Cl)Cl)(OC(Cl)(Cl)Cl)=[O:21].[O:32]1[CH2:38][CH2:37][CH2:36][O:35][C:34]2[CH:39]=[C:40]([NH2:43])[CH:41]=[CH:42][C:33]1=2.C(N(CC)CC)C. The catalyst is C1COCC1.C([O-])(O)=O.[Na+].C(Cl)Cl.CO. The product is [O:32]1[CH2:38][CH2:37][CH2:36][O:35][C:34]2[CH:39]=[C:40]([NH:43][C:20]([N:13]3[C@@H:14]4[CH2:18][N:17]([CH2:16][CH2:15]4)[C:11]4[CH:10]=[CH:9][C:8]([C:6]5[CH:5]=[CH:4][N:3]=[C:2]([CH3:1])[CH:7]=5)=[N:19][C:12]3=4)=[O:21])[CH:41]=[CH:42][C:33]1=2. The yield is 0.680. (4) The reactants are [SH:1][CH2:2][CH2:3][OH:4].C([O-])([O-])=O.[K+].[K+].[Br:11][C:12]1[CH:17]=[CH:16][C:15]([N+:18]([O-])=O)=[C:14](F)[CH:13]=1.N1C=CN=C1.[Si:27](Cl)([C:30]([CH3:33])([CH3:32])[CH3:31])([CH3:29])[CH3:28]. The catalyst is CN(C=O)C.CN(C1C=CN=CC=1)C.O.CCCCCC.C(OCC)(=O)C.C(O)C. The product is [Br:11][C:12]1[CH:17]=[CH:16][C:15]([NH2:18])=[C:14]([S:1][CH2:2][CH2:3][O:4][Si:27]([C:30]([CH3:33])([CH3:32])[CH3:31])([CH3:29])[CH3:28])[CH:13]=1. The yield is 0.840. (5) The reactants are [CH:1]([N:4]1[C:9]2[N:10]=[C:11](S(C)=O)[N:12]=[CH:13][C:8]=2[CH:7]=[CH:6][C:5]1=[O:17])([CH3:3])[CH3:2].[CH2:18]([N:20]([CH2:31][CH3:32])[CH2:21][CH2:22][O:23][C:24]1[CH:30]=[CH:29][C:27]([NH2:28])=[CH:26][CH:25]=1)[CH3:19]. No catalyst specified. The product is [CH2:31]([N:20]([CH2:18][CH3:19])[CH2:21][CH2:22][O:23][C:24]1[CH:25]=[CH:26][C:27]([NH:28][C:11]2[N:12]=[CH:13][C:8]3[CH:7]=[CH:6][C:5](=[O:17])[N:4]([CH:1]([CH3:3])[CH3:2])[C:9]=3[N:10]=2)=[CH:29][CH:30]=1)[CH3:32]. The yield is 0.470. (6) The reactants are [N+:1]([C:4]1[CH:8]=[C:7]([C:9](O)=[O:10])[NH:6][N:5]=1)([O-:3])=[O:2]. The catalyst is C1COCC1. The product is [N+:1]([C:4]1[CH:8]=[C:7]([CH2:9][OH:10])[NH:6][N:5]=1)([O-:3])=[O:2]. The yield is 0.940. (7) The reactants are [NH2:1][C:2]1[N:6]([C:7]2[CH:8]=[C:9]([CH:16]=[CH:17][C:18]=2[CH3:19])[C:10]([NH:12][CH:13]2[CH2:15][CH2:14]2)=[O:11])[N:5]=[CH:4][C:3]=1[C:20](=[O:28])[C:21]1[CH:26]=[CH:25][CH:24]=[C:23](I)[CH:22]=1.[C:29]([Cu])#[N:30]. The catalyst is CN(C=O)C.C1C=CC([P]([Pd]([P](C2C=CC=CC=2)(C2C=CC=CC=2)C2C=CC=CC=2)([P](C2C=CC=CC=2)(C2C=CC=CC=2)C2C=CC=CC=2)[P](C2C=CC=CC=2)(C2C=CC=CC=2)C2C=CC=CC=2)(C2C=CC=CC=2)C2C=CC=CC=2)=CC=1. The product is [NH2:1][C:2]1[N:6]([C:7]2[CH:8]=[C:9]([CH:16]=[CH:17][C:18]=2[CH3:19])[C:10]([NH:12][CH:13]2[CH2:15][CH2:14]2)=[O:11])[N:5]=[CH:4][C:3]=1[C:20](=[O:28])[C:21]1[CH:26]=[CH:25][CH:24]=[C:23]([C:29]#[N:30])[CH:22]=1. The yield is 0.340. (8) The reactants are [F:1][C:2]1[CH:3]=[C:4]([CH:6]=[CH:7][C:8]=1[N+:9]([O-:11])=[O:10])[NH2:5].[Br:12]Br.[OH-].[Na+]. The catalyst is CC(O)=O.C(Cl)(Cl)Cl. The product is [Br:12][C:6]1[CH:7]=[C:8]([N+:9]([O-:11])=[O:10])[C:2]([F:1])=[CH:3][C:4]=1[NH2:5]. The yield is 0.900. (9) The reactants are [Cl:1][C:2]1[N:10]=[C:9]2[C:5]([N:6]=[CH:7][N:8]2[CH:11]2[CH2:16][CH2:15][N:14]([C:17]([O:19][C:20]([CH3:23])([CH3:22])[CH3:21])=[O:18])[CH2:13][CH2:12]2)=[C:4](Cl)[N:3]=1.[NH:25]1[CH2:30][CH2:29][O:28][CH2:27][CH2:26]1. The catalyst is C(O)C. The product is [Cl:1][C:2]1[N:10]=[C:9]2[C:5]([N:6]=[CH:7][N:8]2[CH:11]2[CH2:16][CH2:15][N:14]([C:17]([O:19][C:20]([CH3:23])([CH3:22])[CH3:21])=[O:18])[CH2:13][CH2:12]2)=[C:4]([N:25]2[CH2:30][CH2:29][O:28][CH2:27][CH2:26]2)[N:3]=1. The yield is 1.00.